From a dataset of Catalyst prediction with 721,799 reactions and 888 catalyst types from USPTO. Predict which catalyst facilitates the given reaction. (1) Reactant: C([Mg]Cl)(C)C.[Cl-].[Li+].[S:8]1[CH:12]=[CH:11][N:10]=[CH:9]1.[C:13]([C@H:16]1[CH2:21][CH2:20][C@H:19]([C:22]([O:24][CH2:25][CH2:26][CH2:27][CH3:28])=[O:23])[CH2:18][CH2:17]1)(=[O:15])[CH3:14]. Product: [OH:15][C:13]([C@H:16]1[CH2:21][CH2:20][C@H:19]([C:22]([O:24][CH2:25][CH2:26][CH2:27][CH3:28])=[O:23])[CH2:18][CH2:17]1)([C:9]1[S:8][CH:12]=[CH:11][N:10]=1)[CH3:14]. The catalyst class is: 1. (2) Reactant: C1([S:7]P(C2C=CC=CC=2)(=S)O)C=CC=CC=1.[CH2:17]([O:19][C:20](=[O:26])[C:21]([C:24]#[N:25])([CH3:23])[CH3:22])[CH3:18]. Product: [NH2:25][C:24](=[S:7])[C:21]([CH3:23])([CH3:22])[C:20]([O:19][CH2:17][CH3:18])=[O:26]. The catalyst class is: 32.